Dataset: Reaction yield outcomes from USPTO patents with 853,638 reactions. Task: Predict the reaction yield, written as a fraction of the theoretical maximum amount of product (1.0 means a 100% yield; for example, 0.34 means a 34% yield). (1) The reactants are [CH3:1][C:2]1[C:6]([CH2:7][N:8]2[CH:12]=[C:11]([NH2:13])[N:10]=[CH:9]2)=[C:5]([CH3:14])[O:4][N:3]=1.[O:15]1[C:19]2[CH:20]=[CH:21][C:22]([C:24](Cl)=[O:25])=[CH:23][C:18]=2[O:17][CH2:16]1.C(N(CC)CC)C. The catalyst is ClCCl. The product is [CH3:1][C:2]1[C:6]([CH2:7][N:8]2[CH:12]=[C:11]([NH:13][C:24]([C:22]3[CH:21]=[CH:20][C:19]4[O:15][CH2:16][O:17][C:18]=4[CH:23]=3)=[O:25])[N:10]=[CH:9]2)=[C:5]([CH3:14])[O:4][N:3]=1. The yield is 0.150. (2) The reactants are [NH2:1][CH2:2][C:3]1[CH:8]=[N:7][C:6]([CH3:9])=[CH:5][N:4]=1.[S:10]1[CH2:16][C:14](=[O:15])[NH:13][C:11]1=S.CCN(C(C)C)C(C)C. The catalyst is C(#N)C. The product is [CH3:9][C:6]1[N:7]=[CH:8][C:3]([CH2:2][NH:1][C:11]2[S:10][CH2:16][C:14](=[O:15])[N:13]=2)=[N:4][CH:5]=1. The yield is 0.250. (3) The reactants are [CH2:1]([O:3][C:4]1[CH:5]=[C:6]([CH:15]=[CH:16][C:17]=1[O:18][CH3:19])[CH2:7][N:8]1[CH2:13][CH2:12][CH:11]([NH2:14])[CH2:10][CH2:9]1)[CH3:2].[H-].[Na+].[Cl:22][C:23]1[N:28]=[C:27](Cl)[CH:26]=[CH:25][N:24]=1. The catalyst is CN(C=O)C. The product is [Cl:22][C:23]1[N:28]=[C:27]([NH:14][CH:11]2[CH2:10][CH2:9][N:8]([CH2:7][C:6]3[CH:15]=[CH:16][C:17]([O:18][CH3:19])=[C:4]([O:3][CH2:1][CH3:2])[CH:5]=3)[CH2:13][CH2:12]2)[CH:26]=[CH:25][N:24]=1. The yield is 0.230. (4) The reactants are [CH3:1][O:2][C:3]1[CH:8]=[CH:7][C:6]([C:9]2[C:10](=O)[NH:11][N:12]=[CH:13][CH:14]=2)=[CH:5][CH:4]=1.O=P(Cl)(Cl)[Cl:18]. The catalyst is N1C=CC=CC=1. The product is [Cl:18][C:10]1[N:11]=[N:12][CH:13]=[CH:14][C:9]=1[C:6]1[CH:7]=[CH:8][C:3]([O:2][CH3:1])=[CH:4][CH:5]=1. The yield is 0.710. (5) The reactants are [C:1]([C:3]1([OH:12])[C:7]2=[N:8][CH:9]=[CH:10][CH:11]=[C:6]2[CH2:5][CH2:4]1)#[CH:2].Br[C:14]1[CH:15]=[C:16]([N:20]2[C:28]3[CH:27]=[C:26]([Cl:29])[N:25]=[CH:24][C:23]=3[C:22]([C:30]([O:32][CH3:33])=[O:31])=[N:21]2)[CH:17]=[CH:18][CH:19]=1. No catalyst specified. The product is [Cl:29][C:26]1[N:25]=[CH:24][C:23]2[C:22]([C:30]([O:32][CH3:33])=[O:31])=[N:21][N:20]([C:16]3[CH:17]=[CH:18][CH:19]=[C:14]([C:2]#[C:1][C:3]4([OH:12])[C:7]5=[N:8][CH:9]=[CH:10][CH:11]=[C:6]5[CH2:5][CH2:4]4)[CH:15]=3)[C:28]=2[CH:27]=1. The yield is 0.740. (6) The reactants are [Cl:1][CH2:2][CH2:3][CH2:4][C:5]([C:7]1[CH:12]=[CH:11][C:10]([O:13][CH3:14])=[CH:9][CH:8]=1)=O. The catalyst is O1CCCC1.[C].[Pd]. The product is [Cl:1][CH2:2][CH2:3][CH2:4][CH2:5][C:7]1[CH:8]=[CH:9][C:10]([O:13][CH3:14])=[CH:11][CH:12]=1. The yield is 0.990. (7) The reactants are [C:1]([N:8]1C=CN=C1)([N:3]1[CH:7]=[CH:6]N=[CH:4]1)=[S:2].[OH2:13].[NH2:14]N.[Cl-].[Na+].[O:18]1[CH2:22][CH2:21][CH2:20][CH2:19]1. No catalyst specified. The product is [NH:8]([C:1]([N:3]1[CH2:4][CH2:21][CH:20]([C:19]([O:18][CH3:22])=[O:13])[CH2:6][CH2:7]1)=[S:2])[NH2:14]. The yield is 1.14. (8) The reactants are [CH3:1][O:2][C:3]1[CH:8]=[CH:7][C:6]([C:9](=O)[C:10]2[CH:15]=[CH:14][CH:13]=[CH:12][CH:11]=2)=[CH:5][CH:4]=1. The catalyst is C1COCC1.[Zn]. The product is [CH3:1][O:2][C:3]1[CH:8]=[CH:7][C:6]([C:9]([C:10]2[CH:15]=[CH:14][CH:13]=[CH:12][CH:11]=2)=[C:9]([C:6]2[CH:5]=[CH:4][C:3]([O:2][CH3:1])=[CH:8][CH:7]=2)[C:10]2[CH:11]=[CH:12][CH:13]=[CH:14][CH:15]=2)=[CH:5][CH:4]=1. The yield is 0.910. (9) The reactants are [CH2:1]([NH:5][C@H:6]1[C@@H:11]([NH:12][C:13]([C:15]2[NH:16][C:17]([CH2:21][CH3:22])=[C:18]([Cl:20])[N:19]=2)=[O:14])[CH2:10][CH2:9][N:8]([C:23](OC(C)(C)C)=O)[CH2:7]1)[CH2:2][CH2:3][CH3:4].C(=O)([O-])[O-].[Na+].[Na+].BrC1[S:38][C:39]2[C:45]([C:46]([O:48][CH2:49][CH3:50])=[O:47])=[CH:44][CH:43]=[CH:42][C:40]=2[N:41]=1. No catalyst specified. The product is [CH2:1]([NH:5][C@H:6]1[C@@H:11]([NH:12][C:13]([C:15]2[NH:16][C:17]([CH2:21][CH3:22])=[C:18]([Cl:20])[N:19]=2)=[O:14])[CH2:10][CH2:9][N:8]([C:23]2[S:38][C:39]3[C:45]([C:46]([O:48][CH2:49][CH3:50])=[O:47])=[CH:44][CH:43]=[CH:42][C:40]=3[N:41]=2)[CH2:7]1)[CH2:2][CH2:3][CH3:4]. The yield is 0.650.